Dataset: Full USPTO retrosynthesis dataset with 1.9M reactions from patents (1976-2016). Task: Predict the reactants needed to synthesize the given product. Given the product [CH:1]1([C:4]2[N:8]([C:9]3[CH:10]=[CH:11][C:12]([O:15][C:16]([F:18])([F:19])[F:17])=[CH:13][CH:14]=3)[N:7]=[C:6]([CH3:20])[C:5]=2[C:21]([N:26]2[CH2:27][CH2:28][CH:29]([N:32]3[CH2:36][CH2:35][CH2:34][C@H:33]3[CH2:37][OH:38])[CH2:30][CH2:31]2)=[O:22])[CH2:2][CH2:3]1, predict the reactants needed to synthesize it. The reactants are: [CH:1]1([C:4]2[N:8]([C:9]3[CH:14]=[CH:13][C:12]([O:15][C:16]([F:19])([F:18])[F:17])=[CH:11][CH:10]=3)[N:7]=[C:6]([CH3:20])[C:5]=2[C:21](O)=[O:22])[CH2:3][CH2:2]1.Cl.Cl.[NH:26]1[CH2:31][CH2:30][CH:29]([N:32]2[CH2:36][CH2:35][CH2:34][C@H:33]2[CH2:37][OH:38])[CH2:28][CH2:27]1.